Predict which catalyst facilitates the given reaction. From a dataset of Catalyst prediction with 721,799 reactions and 888 catalyst types from USPTO. (1) Reactant: C([O:3][C:4]([CH:6]1[CH2:11][CH2:10][N:9]([C:12]2[CH:17]=[CH:16][C:15]([C:18]3[CH:23]=[C:22]([C:24]4[CH:29]=[CH:28][C:27]([F:30])=[CH:26][CH:25]=4)[N:21]=[C:20]([N:31]4[CH2:35][CH2:34][CH2:33][CH:32]4[CH3:36])[N:19]=3)=[CH:14][N:13]=2)[CH2:8][CH2:7]1)=[O:5])C.O.O[Li].O.CCO. Product: [F:30][C:27]1[CH:26]=[CH:25][C:24]([C:22]2[N:21]=[C:20]([N:31]3[CH2:35][CH2:34][CH2:33][CH:32]3[CH3:36])[N:19]=[C:18]([C:15]3[CH:16]=[CH:17][C:12]([N:9]4[CH2:10][CH2:11][CH:6]([C:4]([OH:5])=[O:3])[CH2:7][CH2:8]4)=[N:13][CH:14]=3)[CH:23]=2)=[CH:29][CH:28]=1. The catalyst class is: 1. (2) Reactant: [NH2:1][C@@H:2]([CH3:27])[C:3]([N:5]1[CH2:9][C@H:8]([OH:10])[CH2:7][C@H:6]1[C:11]([NH:13][CH2:14][C:15]1[CH:20]=[CH:19][C:18]([C:21]2[S:25][CH:24]=[N:23][C:22]=2[CH3:26])=[CH:17][CH:16]=1)=[O:12])=[O:4].CCN(C(C)C)C(C)C.[CH3:37][C:38]1([C:42](O)=[O:43])[CH2:41][O:40][CH2:39]1.CN(C(ON1N=NC2C=CC=NC1=2)=[N+](C)C)C.F[P-](F)(F)(F)(F)F. Product: [OH:10][C@H:8]1[CH2:9][N:5]([C:3](=[O:4])[C@@H:2]([NH:1][C:42]([C:38]2([CH3:37])[CH2:41][O:40][CH2:39]2)=[O:43])[CH3:27])[C@H:6]([C:11]([NH:13][CH2:14][C:15]2[CH:20]=[CH:19][C:18]([C:21]3[S:25][CH:24]=[N:23][C:22]=3[CH3:26])=[CH:17][CH:16]=2)=[O:12])[CH2:7]1. The catalyst class is: 3. (3) Reactant: C(OC([NH:11][C@H:12]1[CH2:17][CH2:16][N:15]([C:18]2[CH:23]=[C:22]([CH3:24])[N:21]=[C:20]([C:25]([O:27][CH3:28])=[O:26])[CH:19]=2)[CH2:14][C@H:13]1[O:29][CH3:30])=O)C1C=CC=CC=1. The catalyst class is: 719. Product: [NH2:11][C@H:12]1[CH2:17][CH2:16][N:15]([C:18]2[CH:23]=[C:22]([CH3:24])[N:21]=[C:20]([C:25]([O:27][CH3:28])=[O:26])[CH:19]=2)[CH2:14][C@H:13]1[O:29][CH3:30]. (4) Reactant: [CH3:1][C:2]1[CH:28]=[CH:27][C:5]([C:6](C2C(NC(=O)C3C=CC=CC=3)=CC3CCCCC=3C=2)=[O:7])=[CH:4][CH:3]=1.[OH-].[Na+]. The catalyst class is: 738. Product: [C:2]1([CH3:1])[CH:28]=[CH:27][C:5]([CH:6]=[O:7])=[CH:4][CH:3]=1. (5) Reactant: [S:1]1[C:5]2[CH:6]=[CH:7][CH:8]=[CH:9][C:4]=2[N:3]=[C:2]1[CH2:10][CH:11]([NH:16][C:17]([O:19][C:20]([CH3:23])([CH3:22])[CH3:21])=[O:18])[C:12]([O:14]C)=[O:13].[OH-].[Li+]. Product: [S:1]1[C:5]2[CH:6]=[CH:7][CH:8]=[CH:9][C:4]=2[N:3]=[C:2]1[CH2:10][CH:11]([NH:16][C:17]([O:19][C:20]([CH3:23])([CH3:22])[CH3:21])=[O:18])[C:12]([OH:14])=[O:13]. The catalyst class is: 24. (6) Reactant: [CH3:1][O:2][CH2:3][C:4]1[N:9]=[C:8]([C:10]2[CH:15]=[CH:14][CH:13]=[CH:12][C:11]=2[O:16][CH2:17][C:18]2[CH:23]=[CH:22][CH:21]=[CH:20][CH:19]=2)[N:7]([CH2:24][CH2:25][C:26]2[CH:31]=[CH:30][CH:29]=[CH:28][CH:27]=2)[C:6](=[O:32])[CH:5]=1.[Br:33]Br.C(OCC)(=O)C. Product: [Br:33][C:5]1[C:6](=[O:32])[N:7]([CH2:24][CH2:25][C:26]2[CH:27]=[CH:28][CH:29]=[CH:30][CH:31]=2)[C:8]([C:10]2[CH:15]=[CH:14][CH:13]=[CH:12][C:11]=2[O:16][CH2:17][C:18]2[CH:19]=[CH:20][CH:21]=[CH:22][CH:23]=2)=[N:9][C:4]=1[CH2:3][O:2][CH3:1]. The catalyst class is: 15. (7) Reactant: [CH2:1]([O:8][C:9](=[O:38])[CH:10]([C:23]([CH2:27][CH2:28][CH2:29][NH:30]C(OC(C)(C)C)=O)([OH:26])[PH2:24]=[O:25])[CH2:11][CH2:12][C:13]([O:15][CH2:16][C:17]1[CH:22]=[CH:21][CH:20]=[CH:19][CH:18]=1)=[O:14])[C:2]1[CH:7]=[CH:6][CH:5]=[CH:4][CH:3]=1.C(O)(C(F)(F)F)=O. Product: [CH2:1]([O:8][C:9](=[O:38])[CH:10]([C:23]([CH2:27][CH2:28][CH2:29][NH2:30])([OH:26])[PH2:24]=[O:25])[CH2:11][CH2:12][C:13]([O:15][CH2:16][C:17]1[CH:22]=[CH:21][CH:20]=[CH:19][CH:18]=1)=[O:14])[C:2]1[CH:3]=[CH:4][CH:5]=[CH:6][CH:7]=1. The catalyst class is: 2.